From a dataset of NCI-60 drug combinations with 297,098 pairs across 59 cell lines. Regression. Given two drug SMILES strings and cell line genomic features, predict the synergy score measuring deviation from expected non-interaction effect. (1) Drug 1: CC1=C(C=C(C=C1)C(=O)NC2=CC(=CC(=C2)C(F)(F)F)N3C=C(N=C3)C)NC4=NC=CC(=N4)C5=CN=CC=C5. Drug 2: COCCOC1=C(C=C2C(=C1)C(=NC=N2)NC3=CC=CC(=C3)C#C)OCCOC.Cl. Cell line: RXF 393. Synergy scores: CSS=-4.34, Synergy_ZIP=1.59, Synergy_Bliss=-3.88, Synergy_Loewe=-6.36, Synergy_HSA=-8.74. (2) Drug 1: C1=CC(=CC=C1CCC2=CNC3=C2C(=O)NC(=N3)N)C(=O)NC(CCC(=O)O)C(=O)O. Drug 2: C1C(C(OC1N2C=NC3=C(N=C(N=C32)Cl)N)CO)O. Cell line: HOP-92. Synergy scores: CSS=29.9, Synergy_ZIP=-4.45, Synergy_Bliss=0.863, Synergy_Loewe=2.86, Synergy_HSA=3.84.